This data is from Antibody developability classification from SAbDab with 2,409 antibodies. The task is: Regression/Classification. Given an antibody's heavy chain and light chain sequences, predict its developability. TAP uses regression for 5 developability metrics; SAbDab uses binary classification. (1) The antibody is ['DVQLQESGPGLVKPSQSLSLTCTVTGYSITSGYAWNWIRQFPGNKLEWMGYIRYSGDTRYNPSLKSRISITRDTSKNQFFLQLNSVTTEDTATYYCAIGYGNSDYWGQGTLVTVSA', 'DIVLTQSPTIMSVSPGEKVTLTCSASSSVSSNYVYWYQQKPGSSPKVWIYSTSNLASGVPARFSGSGSGTSYSLTISSMEAEDAASYFCLQWSSFPYTFGGGTKLELK']. Result: 0 (not developable). (2) The antibody is ['EVQLQQSGAELVRPGTSVKMSCKAAGYTFTKYWIGWVKQRPGHGLEWIGDIHPGSFYSNYNEKFKGKATLTADTSSSTAYMQLSSLTSEDSAIYYCARDYYTNYGDWGQGTSVTVSS', 'DIVMTQAAPSVSVTPGESVSISCRSSKSLLHRNGNTYLFWFLQRPGQSPQLLIYRMSNLASGVPDRFSGSGSGTAFTLRISRVEAEDVGVYYCMQHLEYPYTFGSGTKLELK']. Result: 0 (not developable). (3) The antibody is ['QVQLVQSGAEVKKPGESLKISCKVSGYNFASEWIGWVRQMPGKGLEWMGIIYPGDSDTKYSPSFQGQVIISADKSINTAYLQWSSLKASDTAIYYCARQNHYGSGSYFYRTAYYYAMDVWGQGTTVTVSS', 'DIQLTQSPSSLSASLGDKVTITCRASQHIKKYLNWYQQKPGKAPKLLIYGALNLQSGVPSRFSGRGSGTDFTLTISSLQPEDFATYYCQQSYSTPFTFGPGTKVDIK']. Result: 0 (not developable). (4) The antibody is ['EVKLVESGGGLVKPGGSLKLSCAASGFAFSSYDMSWFCQTPEKRLEWVASISSGGSYTYYPDSVKGRFTISRDNARNTLYLQMNSLRSEDTALYYCARDYDYGVDYWGQGTSVTVSS', 'DVVMTQTPLTLSVTIGQPASISCKSGQSLLYSDGKTYLNWLLQRPGQSPKRLIYLVSKLDSGVPDRFTGSGSGTDFTLKISRVEAEDLGIYYCWQGTHFPRTFGGGTKLEIK']. Result: 0 (not developable). (5) The antibody is ['EVQLVQSGAEVKKPGESLKISCKGSGYSFTDYWIGWVRQMPGKGLEWMGIIYPGDSDTRYSPSFQGQVTISADKSISTAYLQWSSLKASDTAVYYCARVGRFASHQLDYWGQGTLVTVSS', 'EIVLTQSPATLSLSPGERATLSCRASQSVNNRLAWYQQKPGQAPRLLIHWASTRAIGIPARFSGSGSGTDFTLTISSLEPEDFAVYYCQQGASWPFTFGQGTKVEIK']. Result: 0 (not developable). (6) The antibody is ['EVQLQQSGTVLARPGASVKMSCKASGYSFTSYWMHWVKQRPGQGLEWIGAVYPGNSDTSYNQKFKGKAKLTAVTSASTAYMELSSLTNEDSAVYYCSRSSLDGYYVKNWCFDVWGQGTTVTVSS', 'DIQMTQSPPYLAASPGETITINCRASKSIRKYLAWYQEKPGKTNKLLIYSGSTLQFGIPSRFSGSGSGTEFTLTISSLEPEDFAMYYCQQHNEYPLTFGAGTKLELK']. Result: 0 (not developable).